From a dataset of Catalyst prediction with 721,799 reactions and 888 catalyst types from USPTO. Predict which catalyst facilitates the given reaction. Reactant: C[Si]([N-][Si](C)(C)C)(C)C.[Li+].F[C:12]1[C:13]([C:18]2[NH:19][C:20](=[O:30])[C:21]3[C:27]([O:28][CH3:29])=[CH:26][N:25]=[CH:24][C:22]=3[N:23]=2)=[N:14][CH:15]=[CH:16][CH:17]=1.[CH:31]([N:34]1[CH2:39][CH2:38][CH:37]([NH2:40])[CH2:36][CH2:35]1)([CH3:33])[CH3:32]. Product: [CH:31]([N:34]1[CH2:39][CH2:38][CH:37]([NH:40][C:12]2[C:13]([C:18]3[NH:19][C:20](=[O:30])[C:21]4[C:27]([O:28][CH3:29])=[CH:26][N:25]=[CH:24][C:22]=4[N:23]=3)=[N:14][CH:15]=[CH:16][CH:17]=2)[CH2:36][CH2:35]1)([CH3:33])[CH3:32]. The catalyst class is: 1.